Dataset: Forward reaction prediction with 1.9M reactions from USPTO patents (1976-2016). Task: Predict the product of the given reaction. Given the reactants [Cl:1][C:2]1[N:7]=[N:6][C:5](Cl)=[C:4]2[N:9]=[CH:10][CH:11]=[CH:12][C:3]=12.[CH3:13][C@H:14]1[NH:19][CH2:18][CH2:17][N:16]([C:20]([C:22]2[CH:27]=[CH:26][CH:25]=[CH:24][CH:23]=2)=[O:21])[CH2:15]1, predict the reaction product. The product is: [Cl:1][C:2]1[N:7]=[N:6][C:5]([N:19]2[CH2:18][CH2:17][N:16]([C:20]([C:22]3[CH:23]=[CH:24][CH:25]=[CH:26][CH:27]=3)=[O:21])[CH2:15][C@H:14]2[CH3:13])=[C:4]2[N:9]=[CH:10][CH:11]=[CH:12][C:3]=12.